Dataset: Reaction yield outcomes from USPTO patents with 853,638 reactions. Task: Predict the reaction yield, written as a fraction of the theoretical maximum amount of product (1.0 means a 100% yield; for example, 0.34 means a 34% yield). (1) The reactants are [CH:1](=O)[C:2]1[CH:7]=[CH:6][CH:5]=[CH:4][CH:3]=1.[C@H:9]1([NH2:16])[CH2:14][CH2:13][CH2:12][CH2:11][C@@H:10]1N.[BH3-][C:18]#[N:19].[Na+]. The catalyst is CO. The product is [CH2:1]([NH:16][C@H:9]1[CH2:10][CH2:11][CH2:12][CH2:13][C@@H:14]1[NH:19][CH2:18][C:2]1[CH:7]=[CH:6][CH:5]=[CH:4][CH:3]=1)[C:2]1[CH:7]=[CH:6][CH:5]=[CH:4][CH:3]=1. The yield is 0.950. (2) The product is [C:1]([C:9]1[CH:10]=[CH:11][C:12]([C:13]([O:15][C:21]([CH3:24])([CH3:23])[CH3:22])=[O:14])=[CH:16][CH:17]=1)(=[O:8])[C:2]1[CH:3]=[CH:4][CH:5]=[CH:6][CH:7]=1. The yield is 0.620. The catalyst is CN(C)C1C=CN=CC=1.CC(O)(C)C. The reactants are [C:1]([C:9]1[CH:17]=[CH:16][C:12]([C:13]([OH:15])=[O:14])=[CH:11][CH:10]=1)(=[O:8])[C:2]1[CH:7]=[CH:6][CH:5]=[CH:4][CH:3]=1.C(OC(O[C:21]([CH3:24])([CH3:23])[CH3:22])=O)(O[C:21]([CH3:24])([CH3:23])[CH3:22])=O. (3) The product is [C:40]([O:39][C:38]([NH:37][C@H:32]1[CH2:33][CH2:34][CH2:35][CH2:36][C@H:31]1[NH:30][C:2]1[CH:11]=[C:10]([C:12]#[N:13])[C:5]([C:6]([O:8][CH3:9])=[O:7])=[C:4]([C:14]2[CH:15]=[N:16][N:17]([CH2:19][CH3:20])[CH:18]=2)[N:3]=1)=[O:44])([CH3:43])([CH3:41])[CH3:42]. The catalyst is CN(C=O)C. The yield is 0.190. The reactants are Cl[C:2]1[CH:11]=[C:10]([C:12]#[N:13])[C:5]([C:6]([O:8][CH3:9])=[O:7])=[C:4]([C:14]2[CH:15]=[N:16][N:17]([CH2:19][CH3:20])[CH:18]=2)[N:3]=1.CCN(C(C)C)C(C)C.[NH2:30][C@@H:31]1[CH2:36][CH2:35][CH2:34][CH2:33][C@@H:32]1[NH:37][C:38](=[O:44])[O:39][C:40]([CH3:43])([CH3:42])[CH3:41]. (4) The reactants are [Cl:1][C:2]1[CH:3]=[N+:4]([O-:27])[CH:5]=[C:6]([Cl:26])[C:7]=1[CH2:8][C@@H:9]([C:11]1[CH:16]=[CH:15][C:14]([O:17][CH:18]([F:20])[F:19])=[C:13]([O:21][CH2:22][CH:23]2[CH2:25][CH2:24]2)[CH:12]=1)[OH:10].[C:28]([O:32][C:33](=[O:38])[CH2:34][C:35](O)=[O:36])([CH3:31])([CH3:30])[CH3:29].C(Cl)CCl. The catalyst is CN(C1C=CN=CC=1)C.C(Cl)Cl. The product is [C:28]([O:32][C:33](=[O:38])[CH2:34][C:35]([O:10][C@H:9]([C:11]1[CH:16]=[CH:15][C:14]([O:17][CH:18]([F:20])[F:19])=[C:13]([O:21][CH2:22][CH:23]2[CH2:25][CH2:24]2)[CH:12]=1)[CH2:8][C:7]1[C:6]([Cl:26])=[CH:5][N+:4]([O-:27])=[CH:3][C:2]=1[Cl:1])=[O:36])([CH3:31])([CH3:30])[CH3:29]. The yield is 0.840. (5) The reactants are [OH-].[K+].[OH:3][CH2:4][C:5]([OH:7])=[O:6].Cl[C:9]1[C:18]2[C:13](=[CH:14][C:15]([O:19][CH3:20])=[CH:16][CH:17]=2)[N:12]=[CH:11][CH:10]=1.Cl. The catalyst is CS(C)=O. The product is [CH3:20][O:19][C:15]1[CH:14]=[C:13]2[C:18]([C:9]([O:3][CH2:4][C:5]([OH:7])=[O:6])=[CH:10][CH:11]=[N:12]2)=[CH:17][CH:16]=1. The yield is 0.360. (6) The reactants are [Li+:1].C[Si]([N-][Si](C)(C)C)(C)C.[C:11]([C:14]1[O:15][CH:16]=[CH:17][CH:18]=1)(=[O:13])[CH3:12].[C:19](OC(C)(C)C)(=[O:27])[C:20]([O:22][C:23]([CH3:26])([CH3:25])[CH3:24])=[O:21]. The catalyst is CCOCC. The product is [C:23]([O:22][C:20](=[O:21])[C:19]([O-:27])=[CH:12][C:11]([C:14]1[O:15][CH:16]=[CH:17][CH:18]=1)=[O:13])([CH3:26])([CH3:25])[CH3:24].[Li+:1]. The yield is 0.830. (7) The reactants are Cl[C:2]1[N:3]=[CH:4][C:5]2[S:10][CH:9]=[C:8]([C:11]([NH:13][C:14]3[CH:15]=[C:16]4[C:21](=[C:22]([CH2:24][CH3:25])[CH:23]=3)[N:20]=[CH:19][CH:18]=[CH:17]4)=[O:12])[C:6]=2[N:7]=1.[C:26]([NH:33][C@H:34]1[CH2:39][CH2:38][CH2:37][CH2:36][C@H:35]1[NH2:40])([O:28][C:29]([CH3:32])([CH3:31])[CH3:30])=[O:27].CCN(C(C)C)C(C)C. The catalyst is O1CCOCC1.CCOC(C)=O. The product is [C:29]([O:28][C:26](=[O:27])[NH:33][C@H:34]1[CH2:39][CH2:38][CH2:37][CH2:36][C@H:35]1[NH:40][C:2]1[N:3]=[CH:4][C:5]2[S:10][CH:9]=[C:8]([C:11](=[O:12])[NH:13][C:14]3[CH:15]=[C:16]4[C:21](=[C:22]([CH2:24][CH3:25])[CH:23]=3)[N:20]=[CH:19][CH:18]=[CH:17]4)[C:6]=2[N:7]=1)([CH3:32])([CH3:30])[CH3:31]. The yield is 0.574. (8) The reactants are Br[C:2]1[C:11]2[C:6](=[CH:7][CH:8]=[C:9]([O:12][CH3:13])[CH:10]=2)[CH:5]=[CH:4][CH:3]=1.[NH4+].[Cl-].[CH3:16][N:17](C=O)C. The catalyst is [C-]#N.[C-]#N.[Zn+2].C1C=CC([P]([Pd]([P](C2C=CC=CC=2)(C2C=CC=CC=2)C2C=CC=CC=2)([P](C2C=CC=CC=2)(C2C=CC=CC=2)C2C=CC=CC=2)[P](C2C=CC=CC=2)(C2C=CC=CC=2)C2C=CC=CC=2)(C2C=CC=CC=2)C2C=CC=CC=2)=CC=1. The product is [CH3:13][O:12][C:9]1[CH:10]=[C:11]2[C:6]([CH:5]=[CH:4][CH:3]=[C:2]2[C:16]#[N:17])=[CH:7][CH:8]=1. The yield is 0.510. (9) The reactants are [CH3:1][C:2]1[O:3][CH:4]=[CH:5][C:6]=1[CH3:7].[Br:8][C:9]1[CH:16]=[CH:15][CH:14]=[CH:13][C:10]=1[CH2:11]Br. The catalyst is C1COCC1. The product is [Br:8][C:9]1[CH:16]=[CH:15][CH:14]=[CH:13][C:10]=1[CH2:11][C:4]1[O:3][C:2]([CH3:1])=[C:6]([CH3:7])[CH:5]=1. The yield is 0.410. (10) The reactants are [Cl:1][C:2]1[CH:3]=[C:4]([C:10]2([C:26]([F:29])([F:28])[F:27])[CH2:14][CH2:13][N:12]([C:15]3[S:16][C:17]([CH2:24]O)=[C:18]([C:20]([F:23])([F:22])[F:21])[N:19]=3)[CH2:11]2)[CH:5]=[C:6]([Cl:9])[C:7]=1[Cl:8].O1CCCC1.CS(Cl)(=O)=O.O.[NH3:41]. The catalyst is CO. The product is [Cl:1][C:2]1[CH:3]=[C:4]([C:10]2([C:26]([F:29])([F:28])[F:27])[CH2:14][CH2:13][N:12]([C:15]3[S:16][C:17]([CH2:24][NH2:41])=[C:18]([C:20]([F:23])([F:22])[F:21])[N:19]=3)[CH2:11]2)[CH:5]=[C:6]([Cl:9])[C:7]=1[Cl:8]. The yield is 0.450.